From a dataset of Full USPTO retrosynthesis dataset with 1.9M reactions from patents (1976-2016). Predict the reactants needed to synthesize the given product. Given the product [ClH:45].[CH3:1][S:2]([O:5][C:6]1[C:26](=[O:27])[N:10]2[CH2:11][CH:12]3[CH2:16][C:15]([NH:17][CH3:18])([C:9]2=[N:8][C:7]=1[C:28](=[O:38])[NH:29][CH2:30][C:31]1[CH:36]=[CH:35][C:34]([F:37])=[CH:33][CH:32]=1)[CH2:14][CH2:13]3)(=[O:3])=[O:4], predict the reactants needed to synthesize it. The reactants are: [CH3:1][S:2]([O:5][C:6]1[C:26](=[O:27])[N:10]2[CH2:11][CH:12]3[CH2:16][C:15]([N:17](C(OC(C)(C)C)=O)[CH3:18])([C:9]2=[N:8][C:7]=1[C:28](=[O:38])[NH:29][CH2:30][C:31]1[CH:36]=[CH:35][C:34]([F:37])=[CH:33][CH:32]=1)[CH2:14][CH2:13]3)(=[O:4])=[O:3].O1CCOCC1.[ClH:45].